Dataset: Reaction yield outcomes from USPTO patents with 853,638 reactions. Task: Predict the reaction yield, written as a fraction of the theoretical maximum amount of product (1.0 means a 100% yield; for example, 0.34 means a 34% yield). (1) The reactants are [F:1][C:2]1[CH:7]=[CH:6][C:5]([N:8]2[CH2:23][CH2:22][C:11]3[NH:12][C:13]4[CH:14]=[CH:15][C:16]([C:19]([OH:21])=O)=[CH:17][C:18]=4[C:10]=3[CH2:9]2)=[CH:4][CH:3]=1.CN(C(ON1N=NC2C=CC=NC1=2)=[N+](C)C)C.F[P-](F)(F)(F)(F)F.Cl.Cl.[N:50]1[CH:55]=[CH:54][CH:53]=[C:52]([CH2:56][N:57]2[CH2:62][CH2:61][CH:60]([NH2:63])[CH2:59][CH2:58]2)[CH:51]=1.C(N(CC)CC)C.C(=O)(O)[O-].[Na+]. The catalyst is CN(C=O)C. The product is [F:1][C:2]1[CH:7]=[CH:6][C:5]([N:8]2[CH2:23][CH2:22][C:11]3[NH:12][C:13]4[CH:14]=[CH:15][C:16]([C:19]([NH:63][CH:60]5[CH2:59][CH2:58][N:57]([CH2:56][C:52]6[CH:51]=[N:50][CH:55]=[CH:54][CH:53]=6)[CH2:62][CH2:61]5)=[O:21])=[CH:17][C:18]=4[C:10]=3[CH2:9]2)=[CH:4][CH:3]=1. The yield is 0.730. (2) The yield is 0.660. The catalyst is C([O-])([O-])OC. The reactants are [CH:1](O)=O.[NH2:4][C:5]1[CH:26]=[C:25]([CH2:27][OH:28])[C:24]([C:29]([F:32])([F:31])[F:30])=[CH:23][C:6]=1[C:7]([NH:9][CH2:10][C:11]1[CH:16]=[C:15]([Cl:17])[CH:14]=[CH:13][C:12]=1[S:18]([CH2:21][CH3:22])(=[O:20])=[O:19])=[O:8]. The product is [Cl:17][C:15]1[CH:14]=[CH:13][C:12]([S:18]([CH2:21][CH3:22])(=[O:20])=[O:19])=[C:11]([CH2:10][N:9]2[C:7](=[O:8])[C:6]3[C:5](=[CH:26][C:25]([CH2:27][OH:28])=[C:24]([C:29]([F:31])([F:32])[F:30])[CH:23]=3)[N:4]=[CH:1]2)[CH:16]=1. (3) The product is [F:29][C:26]([F:27])([F:28])[C:17]1[CH:18]=[C:19]([C:22]([F:25])([F:23])[F:24])[CH:20]=[CH:21][C:16]=1[CH2:15][O:14][C:11]1[CH:12]=[CH:13][C:8](/[CH:7]=[C:6]2/[C:2]([NH:1][CH2:41][CH2:40][CH:36]3[CH2:37][CH2:38][CH2:39][N:35]3[CH3:34])=[N:3][C:4](=[O:33])[N:5]/2[CH3:32])=[CH:9][C:10]=1[O:30][CH3:31]. The reactants are [NH2:1][C:2]1=[N:3][C:4](=[O:33])[N:5]([CH3:32])/[C:6]/1=[CH:7]\[C:8]1[CH:13]=[CH:12][C:11]([O:14][CH2:15][C:16]2[CH:21]=[CH:20][C:19]([C:22]([F:25])([F:24])[F:23])=[CH:18][C:17]=2[C:26]([F:29])([F:28])[F:27])=[C:10]([O:30][CH3:31])[CH:9]=1.[CH3:34][N:35]1[CH2:39][CH2:38][CH2:37][CH:36]1[CH2:40][CH2:41]N. The yield is 0.700. The catalyst is CO.